This data is from Forward reaction prediction with 1.9M reactions from USPTO patents (1976-2016). The task is: Predict the product of the given reaction. (1) Given the reactants [CH3:1][O:2][C:3]1[C:8]2[NH:9][C:10]([C:12]3[S:13][CH:14]=[CH:15][CH:16]=3)=[N:11][C:7]=2[C:6]([C:17]([OH:19])=O)=[CH:5][CH:4]=1.[NH2:20][CH2:21][CH2:22][NH:23][S:24]([C:27]1[CH:32]=[CH:31][C:30]([Cl:33])=[CH:29][CH:28]=1)(=[O:26])=[O:25], predict the reaction product. The product is: [Cl:33][C:30]1[CH:29]=[CH:28][C:27]([S:24]([NH:23][CH2:22][CH2:21][NH:20][C:17]([C:6]2[C:7]3[N:11]=[C:10]([C:12]4[S:13][CH:14]=[CH:15][CH:16]=4)[NH:9][C:8]=3[C:3]([O:2][CH3:1])=[CH:4][CH:5]=2)=[O:19])(=[O:25])=[O:26])=[CH:32][CH:31]=1. (2) Given the reactants [NH2:1][C@:2]12[CH2:37][CH2:36][C@@H:35]([C:38]([CH3:40])=[CH2:39])[C@@H:3]1[C@@H:4]1[C@@:17]([CH3:20])([CH2:18][CH2:19]2)[C@@:16]2([CH3:21])[C@@H:7]([C@:8]3([CH3:34])[C@@H:13]([CH2:14][CH2:15]2)[C:12]([CH3:23])([CH3:22])[C:11]([C:24]2[CH:33]=[CH:32][C:27]([C:28]([O:30]C)=[O:29])=[CH:26][CH:25]=2)=[CH:10][CH2:9]3)[CH2:6][CH2:5]1.CN(C)CCC(N[C@]12CC[C@@H](C(C)=C)[C@@H]1[C@@H]1[C@@](C)(CC2)[C@@]2(C)[C@@H]([C@]3(C)[C@@H](CC2)C(C)(C)C(C2C=CC(C(O)=O)=CC=2)=CC3)CC1)=O.[S:87]1[CH:91]=[N:90][N:89]=[C:88]1[NH:92][C:93](=[O:97])[C:94]([OH:96])=O, predict the reaction product. The product is: [S:87]1[CH:91]=[N:90][N:89]=[C:88]1[NH:92][C:93](=[O:97])[C:94]([NH:1][C@:2]12[CH2:37][CH2:36][C@@H:35]([C:38]([CH3:40])=[CH2:39])[C@@H:3]1[C@@H:4]1[C@@:17]([CH3:20])([CH2:18][CH2:19]2)[C@@:16]2([CH3:21])[C@@H:7]([C@:8]3([CH3:34])[C@@H:13]([CH2:14][CH2:15]2)[C:12]([CH3:23])([CH3:22])[C:11]([C:24]2[CH:25]=[CH:26][C:27]([C:28]([OH:30])=[O:29])=[CH:32][CH:33]=2)=[CH:10][CH2:9]3)[CH2:6][CH2:5]1)=[O:96]. (3) Given the reactants C(N(CC)CC)C.[Cl:8][C:9]1[C:18]2[C:13](=[CH:14][C:15]([O:19][CH3:20])=[CH:16][CH:17]=2)[CH:12]=[CH:11][C:10]=1[OH:21].C1C=CC(N([S:29]([C:32]([F:35])([F:34])[F:33])(=[O:31])=[O:30])[S:29]([C:32]([F:35])([F:34])[F:33])(=[O:31])=[O:30])=CC=1, predict the reaction product. The product is: [F:33][C:32]([F:35])([F:34])[S:29]([O:21][C:10]1[CH:11]=[CH:12][C:13]2[C:18](=[CH:17][CH:16]=[C:15]([O:19][CH3:20])[CH:14]=2)[C:9]=1[Cl:8])(=[O:31])=[O:30]. (4) Given the reactants [CH2:1]([C:3]1[CH:8]=[CH:7][C:6]([CH:9]2[CH2:14][N:13]([C:15]([N:17]3[CH2:22][CH2:21][CH:20]([OH:23])[CH2:19][CH2:18]3)=[O:16])[CH2:12][CH:11]([C:24](O)=[O:25])[CH2:10]2)=[CH:5][CH:4]=1)[CH3:2].[F:27][C:28]1[CH:33]=[C:32]([F:34])[CH:31]=[CH:30][C:29]=1[C:35](=[N:37]O)[NH2:36], predict the reaction product. The product is: [F:27][C:28]1[CH:33]=[C:32]([F:34])[CH:31]=[CH:30][C:29]=1[C:35]1[N:37]=[C:24]([CH:11]2[CH2:10][CH:9]([C:6]3[CH:7]=[CH:8][C:3]([CH2:1][CH3:2])=[CH:4][CH:5]=3)[CH2:14][N:13]([C:15]([N:17]3[CH2:18][CH2:19][CH:20]([OH:23])[CH2:21][CH2:22]3)=[O:16])[CH2:12]2)[O:25][N:36]=1. (5) Given the reactants [CH:1]1([N:5]2[CH2:11][CH2:10][C:9]3[S:12][C:13]([CH:15]4[CH2:20][CH2:19][NH:18][CH2:17][CH2:16]4)=[N:14][C:8]=3[CH2:7][CH2:6]2)[CH2:4][CH2:3][CH2:2]1.[N:21]1([C:27](Cl)=[O:28])[CH2:26][CH2:25][O:24][CH2:23][CH2:22]1.C(N(CC)CC)C, predict the reaction product. The product is: [CH:1]1([N:5]2[CH2:11][CH2:10][C:9]3[S:12][C:13]([CH:15]4[CH2:20][CH2:19][N:18]([C:27]([N:21]5[CH2:26][CH2:25][O:24][CH2:23][CH2:22]5)=[O:28])[CH2:17][CH2:16]4)=[N:14][C:8]=3[CH2:7][CH2:6]2)[CH2:2][CH2:3][CH2:4]1.